This data is from Forward reaction prediction with 1.9M reactions from USPTO patents (1976-2016). The task is: Predict the product of the given reaction. (1) Given the reactants C([O:3][C:4]([CH:6]1[CH2:11][CH2:10][CH:9]([N:12]2[CH2:17][CH2:16][N:15]([C:18]([O:20][C:21]([CH3:24])([CH3:23])[CH3:22])=[O:19])[CH2:14][C@@H:13]2[CH3:25])[CH2:8][CH2:7]1)=O)C.[BH4-].[Li+].Cl.[OH-].[Na+], predict the reaction product. The product is: [OH:3][CH2:4][CH:6]1[CH2:7][CH2:8][CH:9]([N:12]2[CH2:17][CH2:16][N:15]([C:18]([O:20][C:21]([CH3:24])([CH3:23])[CH3:22])=[O:19])[CH2:14][C@@H:13]2[CH3:25])[CH2:10][CH2:11]1. (2) Given the reactants [CH3:1][CH:2]1[CH2:7][N:6]([CH2:8][C:9]2[CH:14]=[CH:13][C:12]([C:15](=[O:39])[NH:16][C@H:17]3[C@H:22]4[C@@H:18]3[O:19][C:20]3[CH:26]=[CH:25][C:24]([O:27][C:28]5[C:37]6[CH2:36][CH2:35][C:34](=[O:38])[NH:33][C:32]=6[N:31]=[CH:30][CH:29]=5)=[CH:23][C:21]=34)=[CH:11][C:10]=2[C:40]([F:43])([F:42])[F:41])[CH2:5][CH:4]([CH3:44])[N:3]1C(OC(C)(C)C)=O.Cl.CC(=O)OCC, predict the reaction product. The product is: [CH3:1][CH:2]1[NH:3][CH:4]([CH3:44])[CH2:5][N:6]([CH2:8][C:9]2[CH:14]=[CH:13][C:12]([C:15]([NH:16][C@H:17]3[C@H:22]4[C@@H:18]3[O:19][C:20]3[CH:26]=[CH:25][C:24]([O:27][C:28]5[C:37]6[CH2:36][CH2:35][C:34](=[O:38])[NH:33][C:32]=6[N:31]=[CH:30][CH:29]=5)=[CH:23][C:21]=34)=[O:39])=[CH:11][C:10]=2[C:40]([F:42])([F:43])[F:41])[CH2:7]1. (3) Given the reactants [Cl:1][C:2]1[CH:11]=[CH:10][C:9]2[N:8]=[CH:7][C:6]([O:12][CH3:13])=[N:5][C:4]=2[C:3]=1[OH:14].N1C(C)=CC=CC=1C.[F:23][C:24]([F:37])([F:36])[S:25](O[S:25]([C:24]([F:37])([F:36])[F:23])(=[O:27])=[O:26])(=[O:27])=[O:26], predict the reaction product. The product is: [Cl:1][C:2]1[C:3]([O:14][S:25]([C:24]([F:37])([F:36])[F:23])(=[O:27])=[O:26])=[C:4]2[C:9](=[CH:10][CH:11]=1)[N:8]=[CH:7][C:6]([O:12][CH3:13])=[N:5]2. (4) Given the reactants [H-].[Na+].[CH3:3][O:4][C:5]([C:7]1[S:8][C:9]([C:13]2[CH:18]=[CH:17][CH:16]=[CH:15][CH:14]=2)=[CH:10][C:11]=1[NH2:12])=[O:6].N#N.[Cl:21][C:22]1[CH:27]=[C:26]([Cl:28])[CH:25]=[CH:24][C:23]=1[CH2:29]Cl, predict the reaction product. The product is: [CH3:3][O:4][C:5]([C:7]1[S:8][C:9]([C:13]2[CH:18]=[CH:17][CH:16]=[CH:15][CH:14]=2)=[CH:10][C:11]=1[NH:12][CH2:29][C:23]1[CH:24]=[CH:25][C:26]([Cl:28])=[CH:27][C:22]=1[Cl:21])=[O:6]. (5) The product is: [C:1]([O:5][C:6]([NH:8][C:9]1[S:10][CH:11]=[C:12](/[CH:14]=[C:27]2\[CH2:28][N:23]([C:22]([C:30]3[CH:35]=[CH:34][CH:33]=[CH:32][CH:31]=3)([C:16]3[CH:17]=[CH:18][CH:19]=[CH:20][CH:21]=3)[C:36]3[CH:41]=[CH:40][CH:39]=[CH:38][CH:37]=3)[CH2:24][CH2:25][C:26]\2=[O:29])[N:13]=1)=[O:7])([CH3:2])([CH3:3])[CH3:4]. Given the reactants [C:1]([O:5][C:6]([NH:8][C:9]1[S:10][CH:11]=[C:12]([CH:14]=O)[N:13]=1)=[O:7])([CH3:4])([CH3:3])[CH3:2].[C:16]1([C:22]([C:36]2[CH:41]=[CH:40][CH:39]=[CH:38][CH:37]=2)([C:30]2[CH:35]=[CH:34][CH:33]=[CH:32][CH:31]=2)[N:23]2[CH2:28][CH2:27][C:26](=[O:29])[CH2:25][CH2:24]2)[CH:21]=[CH:20][CH:19]=[CH:18][CH:17]=1.N1CCCC1, predict the reaction product.